This data is from Forward reaction prediction with 1.9M reactions from USPTO patents (1976-2016). The task is: Predict the product of the given reaction. (1) Given the reactants Cl[C:2]1[CH:3]=[C:4]([CH:17]=[CH:18][CH:19]=1)[CH2:5][S:6][C:7]1[CH:8]=[C:9]([O:15][CH3:16])[C:10]([O:13][CH3:14])=[N:11][CH:12]=1.Br[CH:21](C1C=CC=CC=1)C, predict the reaction product. The product is: [CH3:14][O:13][C:10]1[C:9]([O:15][CH3:16])=[CH:8][C:7]([S:6][CH:5]([C:4]2[CH:17]=[CH:18][CH:19]=[CH:2][CH:3]=2)[CH3:21])=[CH:12][N:11]=1. (2) Given the reactants [CH3:1][O-:2].[Na+].CO.[Cl:6][C:7]1[CH:16]=[C:15](Cl)[C:14]2[C:13](=[O:18])[CH2:12][CH2:11][CH2:10][C:9]=2[N:8]=1, predict the reaction product. The product is: [Cl:6][C:7]1[CH:16]=[C:15]([O:2][CH3:1])[C:14]2[C:13](=[O:18])[CH2:12][CH2:11][CH2:10][C:9]=2[N:8]=1. (3) Given the reactants CC1(C)C(C)(C)OB([C:9]2[CH:18]=[C:17]3[C:12]([CH:13]=[C:14]([NH:19][C:20]([CH:22]4[CH2:24][CH2:23]4)=[O:21])[N:15]=[CH:16]3)=[CH:11][CH:10]=2)O1.Br[C:27]1[CH:32]=[C:31]([O:33][CH3:34])[CH:30]=[CH:29][C:28]=1[CH3:35].C(=O)([O-])[O-].[Cs+].[Cs+], predict the reaction product. The product is: [CH3:34][O:33][C:31]1[CH:30]=[CH:29][C:28]([CH3:35])=[C:27]([C:9]2[CH:18]=[C:17]3[C:12]([CH:13]=[C:14]([NH:19][C:20]([CH:22]4[CH2:23][CH2:24]4)=[O:21])[N:15]=[CH:16]3)=[CH:11][CH:10]=2)[CH:32]=1. (4) Given the reactants [Cl:1][C:2]1[CH:7]=[CH:6][C:5](I)=[CH:4][CH:3]=1.[CH2:9]([NH2:12])[C:10]#[CH:11].C(NC(C)C)(C)C, predict the reaction product. The product is: [Cl:1][C:2]1[CH:7]=[CH:6][C:5]([C:11]#[C:10][CH2:9][NH2:12])=[CH:4][CH:3]=1. (5) Given the reactants [Cl:1][C:2]1[N:7]=[N:6][C:5]([C:8](OCC)=[O:9])=[C:4]([NH:13][C:14]2[CH:19]=[CH:18][CH:17]=[C:16]([C:20]([O:23][CH3:24])([CH3:22])[CH3:21])[N:15]=2)[CH:3]=1.[NH3:25], predict the reaction product. The product is: [Cl:1][C:2]1[N:7]=[N:6][C:5]([C:8]([NH2:25])=[O:9])=[C:4]([NH:13][C:14]2[CH:19]=[CH:18][CH:17]=[C:16]([C:20]([O:23][CH3:24])([CH3:22])[CH3:21])[N:15]=2)[CH:3]=1.